Dataset: Catalyst prediction with 721,799 reactions and 888 catalyst types from USPTO. Task: Predict which catalyst facilitates the given reaction. (1) Reactant: Cl[C:2]1[N:7]=[C:6]([C:8]2[CH:19]=[CH:18][C:11]([C:12]([NH:14][CH2:15][C:16]#[N:17])=[O:13])=[CH:10][CH:9]=2)[CH:5]=[CH:4][N:3]=1.[C:20]1(N)[CH:25]=[CH:24][CH:23]=[CH:22][C:21]=1[NH2:26].CC[N:30](C(C)C)C(C)C.CS(C)=O. Product: [NH2:30][C:24]1[CH:23]=[CH:22][C:21]([NH:26][C:2]2[N:7]=[C:6]([C:8]3[CH:19]=[CH:18][C:11]([C:12]([NH:14][CH2:15][C:16]#[N:17])=[O:13])=[CH:10][CH:9]=3)[CH:5]=[CH:4][N:3]=2)=[CH:20][CH:25]=1. The catalyst class is: 6. (2) Reactant: C([NH:5][S:6]([C:9]1[CH:14]=[CH:13][CH:12]=[C:11]([C:15]2[CH:20]=[C:19]([C:21]3[N:26]=[C:25]([CH3:27])[CH:24]=[C:23]([C:28]4[CH:33]=[CH:32][C:31]([C:34]([F:37])([F:36])[F:35])=[CH:30][CH:29]=4)[N:22]=3)[CH:18]=[CH:17][N:16]=2)[CH:10]=1)(=[O:8])=[O:7])(C)(C)C.C(O)(C(F)(F)F)=O. Product: [CH3:27][C:25]1[CH:24]=[C:23]([C:28]2[CH:33]=[CH:32][C:31]([C:34]([F:37])([F:35])[F:36])=[CH:30][CH:29]=2)[N:22]=[C:21]([C:19]2[CH:18]=[CH:17][N:16]=[C:15]([C:11]3[CH:10]=[C:9]([S:6]([NH2:5])(=[O:8])=[O:7])[CH:14]=[CH:13][CH:12]=3)[CH:20]=2)[N:26]=1. The catalyst class is: 4. (3) Reactant: [Cl:1][C:2]1[CH:3]=[C:4]([C:9]([OH:18])([CH2:15][CH2:16][OH:17])[C:10]([O:12][CH2:13][CH3:14])=[O:11])[CH:5]=[CH:6][C:7]=1[Cl:8].[S:19](Cl)([C:22]1[CH:28]=[CH:27][C:25]([CH3:26])=[CH:24][CH:23]=1)(=[O:21])=[O:20].N12CCCN=C1CCCCC2. Product: [Cl:1][C:2]1[CH:3]=[C:4]([C:9]([OH:18])([CH2:15][CH2:16][O:17][S:19]([C:22]2[CH:28]=[CH:27][C:25]([CH3:26])=[CH:24][CH:23]=2)(=[O:21])=[O:20])[C:10]([O:12][CH2:13][CH3:14])=[O:11])[CH:5]=[CH:6][C:7]=1[Cl:8]. The catalyst class is: 2. (4) Reactant: [F:1][C:2]1[C:7]([F:8])=[C:6]([O:9][CH2:10][CH2:11][N:12]([CH2:14][CH2:15][O:16][CH3:17])[CH3:13])[CH:5]=[CH:4][C:3]=1/[CH:18]=[N:19]/[N:20]([CH3:30])[C:21]1([C:26]([O:28][CH3:29])=[O:27])[CH2:25][CH2:24][CH2:23][CH2:22]1.[ClH:31].N1C=CC=CC=1.CCCCCCC. Product: [ClH:31].[F:1][C:2]1[C:7]([F:8])=[C:6]([O:9][CH2:10][CH2:11][N:12]([CH2:14][CH2:15][O:16][CH3:17])[CH3:13])[CH:5]=[CH:4][C:3]=1/[CH:18]=[N:19]/[N:20]([CH3:30])[C:21]1([C:26]([O:28][CH3:29])=[O:27])[CH2:22][CH2:23][CH2:24][CH2:25]1. The catalyst class is: 131. (5) Reactant: C(P(C12CC3CC(CC(C3)C1)C2)C12CC3CC(CC(C3)C1)C2)CCC.Br[C:27]1[N:32]=[C:31]([NH:33][C:34]2[CH:39]=[C:38]([O:40][CH3:41])[CH:37]=[CH:36][N:35]=2)[CH:30]=[C:29]([CH3:42])[CH:28]=1.[OH:43][C:44]1([C:58]2[S:59][CH:60]=[CH:61][N:62]=2)[CH2:53][CH2:52][CH2:51][C:50]2[CH:49]=[C:48]([C:54]([O:56][CH3:57])=[O:55])[CH:47]=[CH:46][C:45]1=2.[F-].[Cs+].C(O)(=O)C(C)(C)C. Product: [OH:43][C:44]1([C:58]2[S:59][C:60]([C:27]3[CH:28]=[C:29]([CH3:42])[CH:30]=[C:31]([NH:33][C:34]4[CH:39]=[C:38]([O:40][CH3:41])[CH:37]=[CH:36][N:35]=4)[N:32]=3)=[CH:61][N:62]=2)[CH2:53][CH2:52][CH2:51][C:50]2[CH:49]=[C:48]([C:54]([O:56][CH3:57])=[O:55])[CH:47]=[CH:46][C:45]1=2. The catalyst class is: 231. (6) Reactant: [Cl:1][C:2]1[CH:3]=[C:4]([C:8]2[C:13]([O:14][CH3:15])=[CH:12][CH:11]=[C:10]([CH2:16][C:17]3[CH:22]=[CH:21][C:20]([NH2:23])=[CH:19][CH:18]=3)[C:9]=2[F:24])[CH:5]=[CH:6][CH:7]=1.Br[C:26]1[S:27][CH:28]=[CH:29][N:30]=1.Cl.C(=O)([O-])[O-].[K+].[K+]. Product: [Cl:1][C:2]1[CH:3]=[C:4]([C:8]2[C:13]([O:14][CH3:15])=[CH:12][CH:11]=[C:10]([CH2:16][C:17]3[CH:18]=[CH:19][C:20]([NH:23][C:26]4[S:27][CH:28]=[CH:29][N:30]=4)=[CH:21][CH:22]=3)[C:9]=2[F:24])[CH:5]=[CH:6][CH:7]=1. The catalyst class is: 97. (7) Reactant: [Br:1][C:2]1[CH:11]=[CH:10][C:9]2[N:8]=[CH:7][C:6]3[NH:12][C:13](=[O:26])[N:14]([C:15]4[CH:20]=[CH:19][C:18]([C:21]([CH3:25])([CH3:24])[C:22]#[N:23])=[CH:17][CH:16]=4)[C:5]=3[C:4]=2[CH:3]=1.C(N(CC)CC)C.[F:34][C:35]1[CH:36]=[C:37]([S:42](Cl)(=[O:44])=[O:43])[CH:38]=[CH:39][C:40]=1[CH3:41].O. Product: [Br:1][C:2]1[CH:11]=[CH:10][C:9]2[N:8]=[CH:7][C:6]3[N:12]([S:42]([C:37]4[CH:38]=[CH:39][C:40]([CH3:41])=[C:35]([F:34])[CH:36]=4)(=[O:43])=[O:44])[C:13](=[O:26])[N:14]([C:15]4[CH:20]=[CH:19][C:18]([C:21]([CH3:24])([CH3:25])[C:22]#[N:23])=[CH:17][CH:16]=4)[C:5]=3[C:4]=2[CH:3]=1. The catalyst class is: 4. (8) Reactant: [CH3:1][CH:2]([CH:8]=O)[C:3]([O:5]CC)=O.Cl.[CH2:11]([NH:18][NH2:19])[C:12]1[CH:17]=[CH:16][CH:15]=[CH:14][CH:13]=1. Product: [CH2:11]([N:18]1[C:3]([OH:5])=[C:2]([CH3:1])[CH:8]=[N:19]1)[C:12]1[CH:17]=[CH:16][CH:15]=[CH:14][CH:13]=1. The catalyst class is: 8.